Dataset: Experimentally validated miRNA-target interactions with 360,000+ pairs, plus equal number of negative samples. Task: Binary Classification. Given a miRNA mature sequence and a target amino acid sequence, predict their likelihood of interaction. (1) The miRNA is hsa-miR-4776-5p with sequence GUGGACCAGGAUGGCAAGGGCU. The protein sequence of the target gene is MTHLQAGLSPETLEKARLELNENPDTLHQDIQEVRDMVITRPDIGFLRTDDAFILRFLRARKFHHFEAFRLLAQYFEYRQQNLDMFKSFKATDPGIKQALKDGFPGGLANLDHYGRKILVLFAANWDQSRYTLVDILRAILLSLEAMIEDPELQVNGFVLIIDWSNFTFKQASKLTPNMLRLAIEGLQDSFPARFGGIHFVNQPWYIHALYTVIRPFLKEKTRKRIFLHGNNLNSLHQLIHPEILPSEFGGMLPPYDMGTWARTLLDHEYDDDSEYNVDSYNMPVKDVDKELSPKSMKRS.... Result: 0 (no interaction). (2) The miRNA is mmu-miR-466i-3p with sequence AUACACACACACAUACACACUA. The protein sequence of the target gene is MRNPGGPGWASKRPLQKKQNTACLCAQQPARHFVPAPFNSSRQGKNTAQPTEPSLSSVIAPTLFCAFLYLACVTAELPEVSRRMATSGVRSKEGRREHAFVPEPFTGTNLAPSLWLHRFEVIDDLNHWDHATKLRFLKESLKGDALDVYNGLSSQAQGDFSFVKQALLRAFGAPGEAFSEPEEILFANSMGKGYYLKGKVGHVPVRFLVDSGAQVSVVHPALWEEVTDGDLDTLRPFNNVVKVANGAEMKILGVWDTEISLGKTKLKAEFLVANASAEEAIIGTDVLQDHNAVLDFEHRT.... Result: 0 (no interaction). (3) The miRNA is hsa-miR-30c-5p with sequence UGUAAACAUCCUACACUCUCAGC. The protein sequence of the target gene is MMPGQIPDPSVTTGSLPGLGPLTGLPSSALTVEELKYADIRNLGAMIAPLHFLEVKLGKRPQPVKSELDEEEERRKRRREKNKVAAARCRNKKKERTEFLQRESERLELMNAELKTQIEELKQERQQLILMLNRHRPTCIVRTDSVKTPESEGNPLLEQLEKK. Result: 1 (interaction). (4) The miRNA is hsa-miR-1289 with sequence UGGAGUCCAGGAAUCUGCAUUUU. The protein sequence of the target gene is MAAAPSELLPLPPPATPGSYRLLSRCRPYAPGTDGRRSGGTMRGEKNYYCRGAAGDHGSCPATPSPLASTLLLPAEAVSTSWSGPGSGLSGGDEEETRLLQLLRTAPDPSEAFQALQAALPRRGGRLGFPRRKEALYRALGRVLVEGGSEEKRLCLQLLSDVLRGQGEAGQLEEAFSLALLPQLVVSLREDNPALRKDALQILHICLRRSSGQVLRTLIQGLESPDARLRASTALLLPILFTPEDLLQGLDLTEVIISLARKLGDQEMEEESETAFSSLQQIGERLGQERFHSYISRLPS.... Result: 0 (no interaction). (5) The miRNA is hsa-miR-4321 with sequence UUAGCGGUGGACCGCCCUGCG. The protein sequence of the target gene is MALEVGDMEDGQLSDSDSDMTVAPSDRPLQLPKVLGGDSAMRAFQNTATACAPVSHYRAVESVDSSEESFSDSDDDSCLWKRKRQKCFNPPPKPEPFQFGQSSQKPPVAGGKKINNIWGAVLQEQNQDAVATELGILGMEGTIDRSRQSETYNYLLAKKLRKESQEHTKDLDKELDEYMHGGKKMGSKEEENGQGHLKRKRPVKDRLGNRPEMNYKGRYEITAEDSQEKVADEISFRLQEPKKDLIARVVRIIGNKKAIELLMETAEVEQNGGLFIMNGSRRRTPGGVFLNLLKNTPSIS.... Result: 1 (interaction). (6) The miRNA is hsa-miR-4793-3p with sequence UCUGCACUGUGAGUUGGCUGGCU. The protein sequence of the target gene is MKTLPAMLGTGKLFWVFFLIPYLDIWNIHGKESCDVQLYIKRQSEHSILAGDPFELECPVKYCANRPHVTWCKLNGTTCVKLEDRQTSWKEEKNISFFILHFEPVLPNDNGSYRCSANFQSNLIESHSTTLYVTDVKSASERPSKDEMASRPWLLYRLLPLGGLPLLITTCFCLFCCLRRHQGKQNELSDTAGREINLVDAHLKSEQTEASTRQNSQVLLSETGIYDNDPDLCFRMQEGSEVYSNPCLEENKPGIVYASLNHSVIGPNSRLARNVKEAPTEYASICVRS. Result: 1 (interaction). (7) The miRNA is hsa-miR-583 with sequence CAAAGAGGAAGGUCCCAUUAC. The protein sequence of the target gene is MTEEVIVIAKWDYTAQQDQELDIKKNERLWLLDDSKTWWRVRNAANRTGYVPSNYVERKNSLKKGSLVKNLKDTLGLGKTRRKTSARDASPTPSTDAEYPANGSGADRIYDLNIPAFVKFAYVAEREDELSLVKGSRVTVMEKCSDGWWRGSYNGQIGWFPSNYVLEEVDEAAAESPSFLSLRKGASLSNGQGSRVLHVVQTLYPFSSVTEEELNFEKGETMEVIEKPENDPEWWKCKNARGQVGLVPKNYVVVLSDGPALHPAHAPQISYTGPSSSGRFAGREWYYGNVTRHQAECALN.... Result: 0 (no interaction). (8) The miRNA is hsa-miR-619-5p with sequence GCUGGGAUUACAGGCAUGAGCC. The protein sequence of the target gene is MAEEPEPDLGVAEGSEDQALEMPSWKAPEDIDPQPGSYEIRHYGPAKWVSTCVESLDWDSAIQTGFTKLNGYIQGKNEKEMKIKLTAPVTSYVEPGSSPFSESTITISLYIPSEQQPDPPRPSESDVFIEDRAEMTVFVRSFDGFSSGQKNQEQLLTLANILREEGKVFNEKVFYTAGYSSPFQLLDRNNEVWLIQKNEPSVENK. Result: 0 (no interaction). (9) Result: 0 (no interaction). The miRNA is hsa-miR-8059 with sequence GGGGAACUGUAGAUGAAAAGGC. The protein sequence of the target gene is MHRLPLLLLLGLLLAGSVAPARLVPKRLSQLGGFSWDNCDEGKDPAVIKSLTIQPDPIVVPGDVVVSLEGKTSVPLTAPQKVELTVEKEVAGFWVKIPCVEQLGSCSYENICDLIDEYIPPGESCPEPLHTYGLPCHCPFKEGTYSLPTSNFTVPDLELPSWLSTGNYRIQSILSSGGKRLGCIKIAASLKGR. (10) The miRNA is hsa-miR-939-3p with sequence CCCUGGGCCUCUGCUCCCCAG. The protein sequence of the target gene is MELLTFRDVAIEFSPEEWKCLDPAQQNLYRDVMLENYRNLVSLAVYSYYNQGILPEQGIQDSFKKATLGRYGSCGLENICLWKNWESIGEGEGQKECYNLCSQYLTTSHNKHLTVKGDKEYRIFQKKPQFLSAAPTEPCIPMNKYQHKFLKSVFCNKNQINFNHDSNISKHHSTHFLENYYNCNECEKVFYQSSKLIFPENIHIQKKPYNSNECGETSDPFSKLTQHQRIYIGESSQRCNKKCIIVFSQSHLKGHKIINTGEKSVKYKERGKAFTRGLHLGHQKIHTGEKPYKCKKCDKA.... Result: 1 (interaction).